Dataset: Reaction yield outcomes from USPTO patents with 853,638 reactions. Task: Predict the reaction yield, written as a fraction of the theoretical maximum amount of product (1.0 means a 100% yield; for example, 0.34 means a 34% yield). (1) The reactants are [C:1]1([C:7]2[N:12]=[C:11]([O:13][CH:14]3[CH2:31][CH:30]4[CH:16]([C:17](=[O:37])[N:18]([CH3:36])[CH2:19][CH2:20][CH2:21][CH2:22][CH:23]=[CH:24][CH:25]5[C:27]([C:33](O)=[O:34])([NH:28][C:29]4=[O:32])[CH2:26]5)[CH2:15]3)[CH:10]=[C:9]([C:38]3[CH:43]=[CH:42][CH:41]=[CH:40][CH:39]=3)[N:8]=2)[CH:6]=[CH:5][CH:4]=[CH:3][CH:2]=1.[CH:44]1([S:47]([NH2:50])(=[O:49])=[O:48])[CH2:46][CH2:45]1.CCN=C=NCCCN(C)C.C1CCN2C(=NCCC2)CC1. The catalyst is C(Cl)Cl. The product is [C:1]1([C:7]2[N:12]=[C:11]([O:13][CH:14]3[CH2:31][CH:30]4[CH:16]([C:17](=[O:37])[N:18]([CH3:36])[CH2:19][CH2:20][CH2:21][CH2:22][CH:23]=[CH:24][CH:25]5[C:27]([C:33]([NH:50][S:47]([CH:44]6[CH2:46][CH2:45]6)(=[O:49])=[O:48])=[O:34])([NH:28][C:29]4=[O:32])[CH2:26]5)[CH2:15]3)[CH:10]=[C:9]([C:38]3[CH:43]=[CH:42][CH:41]=[CH:40][CH:39]=3)[N:8]=2)[CH:6]=[CH:5][CH:4]=[CH:3][CH:2]=1. The yield is 0.620. (2) The reactants are [N:1]([CH2:4][CH2:5][NH:6][C:7](=[O:21])[CH2:8][CH2:9][CH2:10][CH2:11][CH2:12][CH2:13][CH2:14][CH2:15][CH2:16][CH2:17]CCC)=[N+:2]=[N-:3].N([CH2:25][CH2:26]N)=[N+]=[N-].C(N(CC)CC)C. The catalyst is ClCCl. The product is [N:1]([CH2:4][CH2:5][NH:6][C:7]([C:8]1[CH:9]=[CH:10][C:11]([C:12]2[CH:13]=[CH:14][CH:15]=[CH:16][CH:17]=2)=[CH:26][CH:25]=1)=[O:21])=[N+:2]=[N-:3]. The yield is 0.850. (3) The reactants are [F:1][C:2]1[CH:10]=[CH:9][CH:8]=[C:7]([I:11])[C:3]=1[C:4]([OH:6])=[O:5].O[Li].O.S(OC)(O[CH3:19])(=O)=O.[NH4+].[Cl-]. The catalyst is C1COCC1. The product is [CH3:19][O:5][C:4](=[O:6])[C:3]1[C:7]([I:11])=[CH:8][CH:9]=[CH:10][C:2]=1[F:1]. The yield is 0.990. (4) The reactants are [F:1][C:2]1[CH:15]=[CH:14][C:5]([O:6][C:7]2[CH:13]=[CH:12][C:10]([NH2:11])=[CH:9][CH:8]=2)=[CH:4][CH:3]=1.[C:16]([NH:19][CH2:20][CH2:21][CH2:22][C@H:23]([NH:27]C(OC(C)(C)C)=O)[C:24](O)=[O:25])(=[O:18])[CH3:17]. No catalyst specified. The product is [C:16]([NH:19][CH2:20][CH2:21][CH2:22][C@H:23]([NH2:27])[C:24]([NH:11][C:10]1[CH:12]=[CH:13][C:7]([O:6][C:5]2[CH:14]=[CH:15][C:2]([F:1])=[CH:3][CH:4]=2)=[CH:8][CH:9]=1)=[O:25])(=[O:18])[CH3:17]. The yield is 0.560.